From a dataset of Catalyst prediction with 721,799 reactions and 888 catalyst types from USPTO. Predict which catalyst facilitates the given reaction. (1) Reactant: [CH2:1]([O:3][C:4](=[O:25])[CH2:5][CH2:6][CH2:7][CH2:8][CH2:9][CH:10]([C:18]([O:20]C(C)(C)C)=[O:19])[C:11]([O:13]C(C)(C)C)=[O:12])[CH3:2].C(O)(C(F)(F)F)=O. Product: [CH2:1]([O:3][C:4](=[O:25])[CH2:5][CH2:6][CH2:7][CH2:8][CH2:9][CH:10]([C:11]([OH:13])=[O:12])[C:18]([OH:20])=[O:19])[CH3:2]. The catalyst class is: 2. (2) Reactant: [C:1]([O:5][C:6]([NH:8][C@H:9]([CH3:13])[C:10](O)=[O:11])=[O:7])([CH3:4])([CH3:3])[CH3:2].F[B-](F)(F)F.N1(O[C:29](N(C)C)=[N+:30](C)[CH3:31])C2C=CC=CC=2N=N1.Cl.CNC.C(N(CC)C(C)C)(C)C. The catalyst class is: 46. Product: [C:1]([O:5][C:6](=[O:7])[NH:8][C@@H:9]([C:10](=[O:11])[N:30]([CH3:31])[CH3:29])[CH3:13])([CH3:4])([CH3:3])[CH3:2].